Dataset: Reaction yield outcomes from USPTO patents with 853,638 reactions. Task: Predict the reaction yield, written as a fraction of the theoretical maximum amount of product (1.0 means a 100% yield; for example, 0.34 means a 34% yield). (1) The reactants are CN(C)C=O.[Br:6][C:7]1[CH:12]=[CH:11][C:10]([CH2:13][OH:14])=[CH:9][CH:8]=1.[H-].[Na+].Cl[C:18]1[C:23]([F:24])=[CH:22][CH:21]=[CH:20][N:19]=1. The catalyst is O. The product is [Br:6][C:7]1[CH:12]=[CH:11][C:10]([CH2:13][O:14][C:18]2[C:23]([F:24])=[CH:22][CH:21]=[CH:20][N:19]=2)=[CH:9][CH:8]=1. The yield is 0.980. (2) The product is [C:29]([NH:1][CH2:2][CH2:3][O:4][C:5]1[CH:10]=[CH:9][C:8]([NH:11][C:12](=[O:21])[C:13]2[CH:18]=[CH:17][CH:16]=[C:15]([O:19][CH3:20])[CH:14]=2)=[CH:7][C:6]=1[C:22]1[N:26]([CH3:27])[N:25]=[CH:24][CH:23]=1)(=[NH:34])[CH3:30]. The catalyst is ClCCl. The reactants are [NH2:1][CH2:2][CH2:3][O:4][C:5]1[CH:10]=[CH:9][C:8]([NH:11][C:12](=[O:21])[C:13]2[CH:18]=[CH:17][CH:16]=[C:15]([O:19][CH3:20])[CH:14]=2)=[CH:7][C:6]=1[C:22]1[N:26]([CH3:27])[N:25]=[CH:24][CH:23]=1.Cl.[C:29](=[NH:34])(OCC)[CH3:30].C(N(CC)CC)C. The yield is 0.0701. (3) The reactants are [NH:1]1[CH:5]=[C:4]([C:6]#[N:7])[N:3]=[CH:2]1.[CH3:8][Si:9]([CH3:16])([CH3:15])[CH2:10][CH2:11][O:12][CH2:13]Cl.C([O-])([O-])=O.[K+].[K+].CC(C)=O. The catalyst is CCOC(C)=O. The product is [CH3:8][Si:9]([CH3:16])([CH3:15])[CH2:10][CH2:11][O:12][CH2:13][N:1]1[CH:5]=[C:4]([C:6]#[N:7])[N:3]=[CH:2]1. The yield is 0.700. (4) The catalyst is C1COCC1. The reactants are [OH-].[Li+].[CH3:3][O:4][C:5]1[CH:10]=[CH:9][C:8]([C:11]2[CH:16]=[CH:15][C:14]([C:17]([O:19]C)=[O:18])=[C:13]([N+:21]([O-:23])=[O:22])[CH:12]=2)=[CH:7][CH:6]=1.CO.O. The product is [CH3:3][O:4][C:5]1[CH:6]=[CH:7][C:8]([C:11]2[CH:16]=[CH:15][C:14]([C:17]([OH:19])=[O:18])=[C:13]([N+:21]([O-:23])=[O:22])[CH:12]=2)=[CH:9][CH:10]=1. The yield is 1.00. (5) The catalyst is C1COCC1. The yield is 0.950. The reactants are [C:1]([C:5]1[CH:13]=[CH:12][C:8]([C:9](O)=[O:10])=[CH:7][C:6]=1[O:14][CH3:15])([CH3:4])([CH3:3])[CH3:2]. The product is [C:1]([C:5]1[CH:13]=[CH:12][C:8]([CH2:9][OH:10])=[CH:7][C:6]=1[O:14][CH3:15])([CH3:4])([CH3:2])[CH3:3]. (6) The reactants are [CH3:1][S:2]([C:5]1[CH:11]=[CH:10][C:8]([NH2:9])=[CH:7][CH:6]=1)(=[O:4])=[O:3].Cl.[N:13]([O-])=O.[Na+].[NH2:17][C:18]1[CH:23]=[CH:22][CH:21]=[C:20]([CH3:24])[CH:19]=1. The catalyst is C1COCC1.O. The product is [NH2:17][C:18]1[CH:23]=[CH:22][C:21]([N:13]=[N:9][C:8]2[CH:10]=[CH:11][C:5]([S:2]([CH3:1])(=[O:3])=[O:4])=[CH:6][CH:7]=2)=[C:20]([CH3:24])[CH:19]=1. The yield is 0.733. (7) The reactants are O.FC(F)(F)C(O)=[O:5].[NH2:9][C:10]([NH:12][C:13]1[NH:14][C:15]2[C:20]([C:21]=1[C:22]([NH2:24])=[O:23])=[CH:19][CH:18]=[C:17]([C:25]#[CH:26])[CH:16]=2)=[O:11].[OH-].[Na+]. The catalyst is O1CCOCC1. The product is [C:25]([C:17]1[CH:16]=[C:15]2[C:20]([C:21]([C:22]([NH2:24])=[O:23])=[C:13]([NH:12][C:10]([NH2:9])=[O:11])[NH:14]2)=[CH:19][CH:18]=1)(=[O:5])[CH3:26]. The yield is 0.570. (8) The reactants are [CH:1]([NH:4][C:5]1[C:10]([NH2:11])=[CH:9][N:8]=[C:7]([NH:12][C:13]2[CH:18]=[CH:17][N:16]=[C:15]([N:19]3[CH2:24][CH2:23][CH:22]([O:25][CH3:26])[CH2:21][CH2:20]3)[N:14]=2)[CH:6]=1)([CH3:3])[CH3:2].[CH:27](OC)([O:30]C)[O:28]C. The catalyst is C(O)=O. The product is [CH:27]([OH:30])=[O:28].[CH:1]([N:4]1[C:5]2[CH:6]=[C:7]([NH:12][C:13]3[CH:18]=[CH:17][N:16]=[C:15]([N:19]4[CH2:24][CH2:23][CH:22]([O:25][CH3:26])[CH2:21][CH2:20]4)[N:14]=3)[N:8]=[CH:9][C:10]=2[N:11]=[CH:27]1)([CH3:3])[CH3:2]. The yield is 0.270. (9) The product is [CH2:17]([O:16][C:14](=[O:15])[CH2:13][N:12]([CH2:10][C:5]1[C:6]([NH2:9])=[N:7][CH:8]=[C:3]([Br:2])[CH:4]=1)[CH2:19][C:20]([O:22][CH2:23][CH3:24])=[O:21])[CH3:18]. The reactants are Br.[Br:2][C:3]1[CH:4]=[C:5]([CH2:10]Br)[C:6]([NH2:9])=[N:7][CH:8]=1.[NH:12]([CH2:19][C:20]([O:22][CH2:23][CH3:24])=[O:21])[CH2:13][C:14]([O:16][CH2:17][CH3:18])=[O:15].C(N(CC)CC)C. The catalyst is CC#N. The yield is 0.510. (10) The reactants are [CH2:1]([CH:4]([CH2:7][CH2:8][CH2:9][CH2:10][CH3:11])[CH2:5][OH:6])[CH2:2][CH3:3].[O:12]1[C:16]([C:17]([OH:19])=[O:18])=[CH:15][CH:14]=[C:13]1[C:20]([OH:22])=O.O.S(=O)(=O)(O)O. The catalyst is C1(C)C=CC=CC=1. The product is [O:12]1[C:13]([C:20]([O:6][CH2:5][CH:4]([CH2:1][CH2:2][CH3:3])[CH2:7][CH2:8][CH2:9][CH2:10][CH3:11])=[O:22])=[CH:14][CH:15]=[C:16]1[C:17]([O:19][CH2:5][CH:4]([CH2:1][CH2:2][CH3:3])[CH2:7][CH2:8][CH2:9][CH2:10][CH3:11])=[O:18]. The yield is 0.580.